From a dataset of Peptide-MHC class II binding affinity with 134,281 pairs from IEDB. Regression. Given a peptide amino acid sequence and an MHC pseudo amino acid sequence, predict their binding affinity value. This is MHC class II binding data. (1) The peptide sequence is ISGLKPGVDYTITVY. The MHC is HLA-DQA10501-DQB10201 with pseudo-sequence HLA-DQA10501-DQB10201. The binding affinity (normalized) is 0.424. (2) The MHC is DRB3_0101 with pseudo-sequence DRB3_0101. The peptide sequence is ANGKTLGEVWKRELN. The binding affinity (normalized) is 0.332. (3) The peptide sequence is LEASMLLDNMEVRGG. The MHC is DRB3_0301 with pseudo-sequence DRB3_0301. The binding affinity (normalized) is 0.195. (4) The peptide sequence is SEFAYGSFVRTVSLP. The MHC is DRB1_1201 with pseudo-sequence DRB1_1201. The binding affinity (normalized) is 0.0913. (5) The peptide sequence is RGKVVLIDFWAYPCI. The MHC is DRB1_1201 with pseudo-sequence DRB1_1201. The binding affinity (normalized) is 0.389. (6) The peptide sequence is ANGKLHDKKSMGDDH. The MHC is HLA-DPA10201-DPB11401 with pseudo-sequence HLA-DPA10201-DPB11401. The binding affinity (normalized) is 0.0942. (7) The peptide sequence is YEAFVLHFSEALHII. The MHC is HLA-DPA10201-DPB11401 with pseudo-sequence HLA-DPA10201-DPB11401. The binding affinity (normalized) is 0.982. (8) The peptide sequence is ISDFRAAIANYHYDA. The MHC is DRB1_1001 with pseudo-sequence DRB1_1001. The binding affinity (normalized) is 0.800. (9) The peptide sequence is TSKLDAAYKLAYKTA. The MHC is DRB1_1201 with pseudo-sequence DRB1_1201. The binding affinity (normalized) is 0.515. (10) The peptide sequence is TATYGGKWLDAKSTW. The MHC is DRB1_1302 with pseudo-sequence DRB1_1302. The binding affinity (normalized) is 0.0661.